Dataset: Full USPTO retrosynthesis dataset with 1.9M reactions from patents (1976-2016). Task: Predict the reactants needed to synthesize the given product. (1) Given the product [I:52][C:12]1[CH:11]=[N:10][C:9]([NH2:8])=[C:14]2[O:15][C:16]([C:29]3[C:30]4[S:37][N:36]=[CH:35][C:31]=4[CH:32]=[N:33][CH:34]=3)=[CH:17][C:13]=12, predict the reactants needed to synthesize it. The reactants are: C(OC([N:8](C(OC(C)(C)C)=O)[C:9]1[N:10]=[CH:11][CH:12]=[C:13]2[CH:17]=[C:16](B(O)O)[O:15][C:14]=12)=O)(C)(C)C.Br[C:29]1[C:30]2[S:37][N:36]=[CH:35][C:31]=2[CH:32]=[N:33][CH:34]=1.C(=O)([O-])[O-].[K+].[K+].Cl.C1C(=O)N([I:52])C(=O)C1. (2) Given the product [F:36][C:2]([F:1])([F:35])[C:3]1[CH:4]=[C:5]([CH:28]=[C:29]([C:31]([F:32])([F:33])[F:34])[CH:30]=1)[CH2:6][N:7]([C@@H:14]1[C:20]2=[CH:21][C:22]3[CH2:23][O:24][CH2:25][C:26]=3[C:27]([Br:37])=[C:19]2[NH:18][CH2:17][CH2:16][CH2:15]1)[C:8]1[N:9]=[N:10][N:11]([CH3:13])[N:12]=1, predict the reactants needed to synthesize it. The reactants are: [F:1][C:2]([F:36])([F:35])[C:3]1[CH:4]=[C:5]([CH:28]=[C:29]([C:31]([F:34])([F:33])[F:32])[CH:30]=1)[CH2:6][N:7]([C@@H:14]1[C:20]2=[CH:21][C:22]3[CH2:23][O:24][CH2:25][C:26]=3[CH:27]=[C:19]2[NH:18][CH2:17][CH2:16][CH2:15]1)[C:8]1[N:9]=[N:10][N:11]([CH3:13])[N:12]=1.[Br:37]NC(=O)CCC(N)=O.C(=O)(O)[O-].[Na+].O. (3) Given the product [F:21][C:22]1[C:27]([CH2:28][N:29]2[C:8]([C:5]3[CH:6]=[CH:7][C:2]([F:1])=[CH:3][CH:4]=3)=[CH:9][C:10]([CH3:11])=[N:30]2)=[CH:26][CH:25]=[CH:24][N:23]=1, predict the reactants needed to synthesize it. The reactants are: [F:1][C:2]1[CH:7]=[CH:6][C:5]([C:8](=O)[CH2:9][C:10](=O)[CH3:11])=[CH:4][CH:3]=1.FC(F)(F)C(O)=O.[F:21][C:22]1[C:27]([CH2:28][NH:29][NH2:30])=[CH:26][CH:25]=[CH:24][N:23]=1.C(N(CC)CC)C.FC(F)(F)C(O)=O. (4) Given the product [CH:15]([C:16]1[CH:17]=[CH:18][C:19]([CH2:1][O:2][C:3]2[CH:4]=[CH:5][C:6]([C:9]3([C:48]4[CH:49]=[CH:50][C:51]([O:54][CH2:55][C:3]5[CH:4]=[CH:5][C:6]([CH:9]=[CH2:10])=[CH:7][CH:8]=5)=[CH:52][CH:53]=4)[C:10]4[CH:11]=[C:12]([N:35]([C:42]5[CH:43]=[CH:44][CH:45]=[CH:46][CH:47]=5)[C:36]5[CH:41]=[CH:40][CH:39]=[CH:38][CH:37]=5)[CH:13]=[CH:14][C:15]=4[C:16]4[C:21]3=[CH:20][C:19]([N:22]([C:29]3[CH:34]=[CH:33][CH:32]=[CH:31][CH:30]=3)[C:23]3[CH:28]=[CH:27][CH:26]=[CH:25][CH:24]=3)=[CH:18][CH:17]=4)=[CH:7][CH:8]=2)=[CH:20][CH:21]=1)=[CH2:14], predict the reactants needed to synthesize it. The reactants are: [CH3:1][O:2][C:3]1[CH:8]=[CH:7][C:6]([C:9]2([C:48]3[CH:53]=[CH:52][C:51]([O:54][CH3:55])=[CH:50][CH:49]=3)[C:21]3[CH:20]=[C:19]([N:22]([C:29]4[CH:34]=[CH:33][CH:32]=[CH:31][CH:30]=4)[C:23]4[CH:28]=[CH:27][CH:26]=[CH:25][CH:24]=4)[CH:18]=[CH:17][C:16]=3[C:15]3[C:10]2=[CH:11][C:12]([N:35]([C:42]2[CH:47]=[CH:46][CH:45]=[CH:44][CH:43]=2)[C:36]2[CH:41]=[CH:40][CH:39]=[CH:38][CH:37]=2)=[CH:13][CH:14]=3)=[CH:5][CH:4]=1.B(Br)(Br)Br.Cl. (5) Given the product [CH3:21][CH:22]([CH3:26])[CH2:23][CH2:24][NH:25][C:10]1[C:9]2[C:7](=[O:8])[C:5]3[C:4](=[CH:3][CH:2]=[CH:1][CH:6]=3)[C:15](=[O:16])[C:14]=2[C:13]([OH:17])=[CH:12][CH:11]=1, predict the reactants needed to synthesize it. The reactants are: [CH:1]1[CH:2]=[CH:3][C:4]2[C:15](=[O:16])[C:14]3[C:9](=[C:10](O)[CH:11]=[CH:12][C:13]=3[OH:17])[C:7](=[O:8])[C:5]=2[CH:6]=1.[BH4-].[Na+].[CH3:21][CH:22]([CH3:26])[CH2:23][CH2:24][NH2:25].N1CCCCC1.COCC(O)C.